Task: Predict which catalyst facilitates the given reaction.. Dataset: Catalyst prediction with 721,799 reactions and 888 catalyst types from USPTO (1) Reactant: [Na].[O-]CC.[Na+].[C:6]([O:14]CC)(=O)[CH2:7][C:8]([O:10][CH2:11][CH3:12])=[O:9].[NH2:17][C:18]1[N:22]([C:23]2[CH:28]=[CH:27][CH:26]=[CH:25][CH:24]=2)[N:21]=[CH:20][C:19]=1[C:29]#[N:30]. Product: [CH2:11]([O:10][C:8]([C:7]1[C:6](=[O:14])[NH:17][C:18]2[N:22]([C:23]3[CH:28]=[CH:27][CH:26]=[CH:25][CH:24]=3)[N:21]=[CH:20][C:19]=2[C:29]=1[NH2:30])=[O:9])[CH3:12]. The catalyst class is: 8. (2) Reactant: [NH:1]1[C:11]2[C:6](=[CH:7][CH:8]=[CH:9][CH:10]=2)[C:4](=O)[C:2]1=[O:3].ClC(Cl)(Cl)C(O)O.Cl.[NH2:20][OH:21].S([O-])([O-])(=O)=O.[Na+].[Na+].C1(N)C2CCCCC=2C=CC=1. The catalyst class is: 126. Product: [CH:8]1[CH:7]=[CH:6][C:11]([NH:1][C:2](/[CH:4]=[N:20]/[OH:21])=[O:3])=[CH:10][CH:9]=1.